This data is from Full USPTO retrosynthesis dataset with 1.9M reactions from patents (1976-2016). The task is: Predict the reactants needed to synthesize the given product. (1) Given the product [C:1]([O:5][C:6](=[O:24])[N:7]([C:8]1[S:9][CH:10]=[CH:11][C@:12]([C:16]2[CH:21]=[CH:20][CH:19]=[C:18]([F:22])[C:17]=2[F:23])([CH2:14][F:15])[N:13]=1)[CH2:40][O:39][CH2:38][CH2:37][Si:36]([CH3:43])([CH3:42])[CH3:35])([CH3:4])([CH3:2])[CH3:3], predict the reactants needed to synthesize it. The reactants are: [C:1]([O:5][C:6](=[O:24])[NH:7][C:8]1[S:9][CH:10]=[CH:11][C@:12]([C:16]2[CH:21]=[CH:20][CH:19]=[C:18]([F:22])[C:17]=2[F:23])([CH2:14][F:15])[N:13]=1)([CH3:4])([CH3:3])[CH3:2].C[Si]([N-][Si](C)(C)C)(C)C.[Li+].[CH3:35][Si:36]([CH3:43])([CH3:42])[CH2:37][CH2:38][O:39][CH2:40]Cl. (2) Given the product [C:21]([O:13][CH:10]1[CH2:11][CH2:12][CH:7]([NH:6][S:2]([CH3:1])(=[O:4])=[O:3])[CH2:8][CH2:9]1)(=[O:25])[C:22]([CH3:24])=[CH2:23], predict the reactants needed to synthesize it. The reactants are: [CH3:1][S:2](Cl)(=[O:4])=[O:3].[NH2:6][CH:7]1[CH2:12][CH2:11][CH:10]([OH:13])[CH2:9][CH2:8]1.C(N(CC)CC)C.[C:21](Cl)(=[O:25])[C:22]([CH3:24])=[CH2:23]. (3) Given the product [C:1]([C:4]1[C:22](=[O:23])[C@@:8]2([CH3:24])[C:9]3[C:15]([OH:16])=[CH:14][C:13]([O:17][CH3:18])=[C:12]([C:19]([NH:21][CH2:43][C:36]4[C:37]5[C:42](=[CH:41][CH:40]=[CH:39][CH:38]=5)[C:33]([O:26][C:27]5[CH:32]=[CH:31][CH:30]=[CH:29][CH:28]=5)=[CH:34][CH:35]=4)=[O:20])[C:10]=3[O:11][C:7]2=[CH:6][C:5]=1[OH:25])(=[O:3])[CH3:2], predict the reactants needed to synthesize it. The reactants are: [C:1]([C:4]1[C:22](=[O:23])[C@@:8]2([CH3:24])[C:9]3[C:15]([OH:16])=[CH:14][C:13]([O:17][CH3:18])=[C:12]([C:19]([NH2:21])=[O:20])[C:10]=3[O:11][C:7]2=[CH:6][C:5]=1[OH:25])(=[O:3])[CH3:2].[O:26]([C:33]1[C:42]2[C:37](=[CH:38][CH:39]=[CH:40][CH:41]=2)[C:36]([CH:43]=O)=[CH:35][CH:34]=1)[C:27]1[CH:32]=[CH:31][CH:30]=[CH:29][CH:28]=1.C([SiH](CC)CC)C.FC(F)(F)C(O)=O. (4) Given the product [CH3:23][CH:21]([O:20][C:17]1[CH:16]=[CH:15][C:14]([NH:13][C:12]2[NH:8][N:9]=[CH:10][CH:11]=2)=[CH:19][CH:18]=1)[CH3:22], predict the reactants needed to synthesize it. The reactants are: C([N:8]1[C:12]([NH:13][C:14]2[CH:19]=[CH:18][C:17]([O:20][CH:21]([CH3:23])[CH3:22])=[CH:16][CH:15]=2)=[CH:11][CH:10]=[N:9]1)C1C=CC=CC=1.C(O)(=O)C.C([O-])=O.[NH4+].C(OCC)(=O)C. (5) Given the product [Cl:31][C:32]1[CH:37]=[CH:36][CH:35]=[CH:34][C:33]=1[C:38]1[C:44]2[CH:45]=[C:46]([F:51])[C:47]([O:49][CH3:50])=[CH:48][C:43]=2[N:42]=[C:41]2[NH:52][NH:53][C:54]([CH3:55])=[C:40]2[N:39]=1, predict the reactants needed to synthesize it. The reactants are: NC1C=C(OC)C(F)=CC=1C(C1C=CC=CC=1Cl)=O.NC1C(C)=NN(CC=C)C=1Cl.[Cl:31][C:32]1[CH:37]=[CH:36][CH:35]=[CH:34][C:33]=1[C:38]1[C:44]2[CH:45]=[C:46]([F:51])[C:47]([O:49][CH3:50])=[CH:48][C:43]=2[N:42]=[C:41]2[N:52](CC=C)[NH:53][C:54]([CH3:55])=[C:40]2[N:39]=1.[H-].C([Al+]CC(C)C)C(C)C. (6) Given the product [C:1]([CH2:3][CH2:4][CH:5]([C:13]([NH:15][S:16]([C:19]1[CH:28]=[CH:27][C:26]2[C:21](=[CH:22][CH:23]=[CH:24][CH:25]=2)[CH:20]=1)(=[O:17])=[O:18])=[O:14])[C:6]([N:8]([CH2:9][CH3:10])[C:11]1[CH:34]=[CH:33][CH:32]=[CH:37][CH:12]=1)=[O:7])#[N:2], predict the reactants needed to synthesize it. The reactants are: [C:1]([CH2:3][CH2:4][CH:5]([C:13]([NH:15][S:16]([C:19]1[CH:28]=[CH:27][C:26]2[C:21](=[CH:22][CH:23]=[CH:24][CH:25]=2)[CH:20]=1)(=[O:18])=[O:17])=[O:14])[C:6]([N:8]([CH2:11][CH3:12])[CH2:9][CH3:10])=[O:7])#[N:2].C(N[C:32]1[CH:37]=CC=[CH:34][CH:33]=1)C. (7) Given the product [Si:13]([O:12][CH2:11][C@H:10]([C@H:30]1[O:34][N:33]=[C:32]([C:35]#[CH:36])[CH2:31]1)[OH:9])([C:26]([CH3:29])([CH3:28])[CH3:27])([C:20]1[CH:25]=[CH:24][CH:23]=[CH:22][CH:21]=1)[C:14]1[CH:19]=[CH:18][CH:17]=[CH:16][CH:15]=1, predict the reactants needed to synthesize it. The reactants are: N1C=CC=CC=1C([O:9][C@@H:10]([C@H:30]1[O:34][N:33]=[C:32]([C:35]#[CH:36])[CH2:31]1)[CH2:11][O:12][Si:13]([C:26]([CH3:29])([CH3:28])[CH3:27])([C:20]1[CH:25]=[CH:24][CH:23]=[CH:22][CH:21]=1)[C:14]1[CH:19]=[CH:18][CH:17]=[CH:16][CH:15]=1)=O.C1(C)C=CC=CC=1.CO.